Dataset: Reaction yield outcomes from USPTO patents with 853,638 reactions. Task: Predict the reaction yield, written as a fraction of the theoretical maximum amount of product (1.0 means a 100% yield; for example, 0.34 means a 34% yield). (1) The catalyst is C1C=CC([P]([Pd]([P](C2C=CC=CC=2)(C2C=CC=CC=2)C2C=CC=CC=2)([P](C2C=CC=CC=2)(C2C=CC=CC=2)C2C=CC=CC=2)[P](C2C=CC=CC=2)(C2C=CC=CC=2)C2C=CC=CC=2)(C2C=CC=CC=2)C2C=CC=CC=2)=CC=1.O.O1CCOCC1. The product is [CH:22]1([C:20]([N:17]2[CH2:18][CH2:19][C@@H:15]([CH2:14][N:9]3[C:8]([C:5]4[CH:6]=[CH:7][C:2]([C:32]5[CH:33]=[C:34]6[C:29]([CH:28]=[CH:27][NH:26]6)=[CH:30][CH:31]=5)=[CH:3][C:4]=4[CH3:25])=[N:12][NH:11][C:10]3=[O:13])[CH2:16]2)=[O:21])[CH2:24][CH2:23]1. The yield is 0.636. The reactants are Br[C:2]1[CH:7]=[CH:6][C:5]([C:8]2[N:9]([CH2:14][C@@H:15]3[CH2:19][CH2:18][N:17]([C:20]([CH:22]4[CH2:24][CH2:23]4)=[O:21])[CH2:16]3)[C:10](=[O:13])[NH:11][N:12]=2)=[C:4]([CH3:25])[CH:3]=1.[NH:26]1[C:34]2[C:29](=[CH:30][CH:31]=[C:32](B(O)O)[CH:33]=2)[CH:28]=[CH:27]1.C([O-])([O-])=O.[K+].[K+].C([O-])(O)=O.[Na+]. (2) The reactants are [F:1][C:2]1[CH:7]=[C:6]([I:8])[CH:5]=[CH:4][C:3]=1[NH:9][C:10]1[N:15]([CH3:16])[C:14](=[O:17])[C:13]2[CH2:18][CH2:19][CH2:20][C:12]=2[C:11]=1[C:21]([O:23]CC)=[O:22].[Li+].[OH-]. The catalyst is CO.O. The product is [F:1][C:2]1[CH:7]=[C:6]([I:8])[CH:5]=[CH:4][C:3]=1[NH:9][C:10]1[N:15]([CH3:16])[C:14](=[O:17])[C:13]2[CH2:18][CH2:19][CH2:20][C:12]=2[C:11]=1[C:21]([OH:23])=[O:22]. The yield is 0.650. (3) The reactants are [CH2:1]([S:5][C:6]1[CH:14]=[CH:13][C:12]([S:15]([CH3:18])(=[O:17])=[O:16])=[CH:11][C:7]=1[C:8]([OH:10])=O)[CH:2]([CH3:4])[CH3:3].[F:19][C:20]([F:34])([F:33])[C:21]1[CH:26]=[CH:25][C:24]([N:27]2[CH2:32][CH2:31][NH:30][CH2:29][CH2:28]2)=[CH:23][CH:22]=1. No catalyst specified. The product is [CH2:1]([S:5][C:6]1[CH:14]=[CH:13][C:12]([S:15]([CH3:18])(=[O:17])=[O:16])=[CH:11][C:7]=1[C:8]([N:30]1[CH2:29][CH2:28][N:27]([C:24]2[CH:23]=[CH:22][C:21]([C:20]([F:33])([F:34])[F:19])=[CH:26][CH:25]=2)[CH2:32][CH2:31]1)=[O:10])[CH:2]([CH3:3])[CH3:4]. The yield is 0.990. (4) The reactants are [C:1]([O:7][CH2:8][CH3:9])(=[O:6])[CH2:2][C:3]([CH3:5])=O.[Cl:10][C:11]1[CH:18]=[CH:17][CH:16]=[C:15]([Cl:19])[C:12]=1[CH:13]=O.[NH4+:20].[OH-:21]. The catalyst is CCO.C(Cl)Cl. The product is [Cl:10][C:11]1[CH:18]=[CH:17][CH:16]=[C:15]([Cl:19])[C:12]=1[CH:13]1[C:2]([C:1]([O:7][CH2:8][CH3:9])=[O:6])=[C:3]([CH3:5])[NH:20][C:3]([CH3:5])=[C:2]1[C:1]([O:7][CH2:8][CH3:9])=[O:21]. The yield is 0.0400. (5) The reactants are [CH2:1]([O:8][C:9]1[CH:17]=[CH:16][C:12]([C:13]([NH2:15])=O)=[CH:11][CH:10]=1)[CH2:2][CH2:3][CH2:4][CH2:5][CH2:6][CH3:7].O(C1C=CC(P2(=S)SP(=S)(C3C=CC(OC4C=CC=CC=4)=CC=3)[S:32]2)=CC=1)C1C=CC=CC=1. The catalyst is COCCOC.C1COCC1. The product is [CH2:1]([O:8][C:9]1[CH:17]=[CH:16][C:12]([C:13](=[S:32])[NH2:15])=[CH:11][CH:10]=1)[CH2:2][CH2:3][CH2:4][CH2:5][CH2:6][CH3:7]. The yield is 0.620.